This data is from Reaction yield outcomes from USPTO patents with 853,638 reactions. The task is: Predict the reaction yield, written as a fraction of the theoretical maximum amount of product (1.0 means a 100% yield; for example, 0.34 means a 34% yield). (1) The reactants are Cl[C:2]1[C:7]([F:8])=[C:6](Cl)[N:5]=[C:4]([CH3:10])[N:3]=1.Cl.Cl.[CH3:13][C:14]1([N:18]2[CH2:22][CH2:21][CH2:20][CH2:19]2)[CH2:17][NH:16][CH2:15]1.CCN(C(C)C)C(C)C.O.[NH2:33][NH2:34]. The catalyst is CS(C)=O. The product is [F:8][C:7]1[C:2]([NH:33][NH2:34])=[N:3][C:4]([CH3:10])=[N:5][C:6]=1[N:16]1[CH2:17][C:14]([CH3:13])([N:18]2[CH2:22][CH2:21][CH2:20][CH2:19]2)[CH2:15]1. The yield is 0.710. (2) The reactants are [N:1]([C@H:4]1[CH2:9][C@@H:8]([O:10][CH3:11])[CH2:7][N:6]([C:12]([O:14][CH2:15][C:16]2[CH:21]=[CH:20][CH:19]=[CH:18][CH:17]=2)=[O:13])[CH2:5]1)=[N+]=[N-].CP(C)C.[C:26](O[C:26]([O:28][C:29]([CH3:32])([CH3:31])[CH3:30])=[O:27])([O:28][C:29]([CH3:32])([CH3:31])[CH3:30])=[O:27]. The catalyst is N1C=CC=CC=1.[OH-].[NH4+].C(O)C.C1COCC1.CCOC(C)=O. The product is [C:29]([O:28][C:26]([NH:1][C@H:4]1[CH2:9][C@@H:8]([O:10][CH3:11])[CH2:7][N:6]([C:12]([O:14][CH2:15][C:16]2[CH:21]=[CH:20][CH:19]=[CH:18][CH:17]=2)=[O:13])[CH2:5]1)=[O:27])([CH3:32])([CH3:31])[CH3:30]. The yield is 0.860. (3) The reactants are Br[C:2]1[CH:8]=[C:7]([N+:9]([O-:11])=[O:10])[C:5]([NH2:6])=[C:4]([CH:12]2[CH2:16][CH2:15][CH2:14][O:13]2)[C:3]=1[F:17].C([O-])(O)=O.[Na+].CC1(C)C(C)(C)OB([C:31]2[CH:32]=[N:33][C:34]([C:37]([OH:40])([CH3:39])[CH3:38])=[N:35][CH:36]=2)O1. The catalyst is O1CCOCC1.CCOC(C)=O.C(Cl)Cl.ClCCl.Cl[Pd]Cl.C1(P(C2C=CC=CC=2)[C-]2C=CC=C2)C=CC=CC=1.[C-]1(P(C2C=CC=CC=2)C2C=CC=CC=2)C=CC=C1.[Fe+2]. The product is [NH2:6][C:5]1[C:7]([N+:9]([O-:11])=[O:10])=[CH:8][C:2]([C:31]2[CH:32]=[N:33][C:34]([C:37]([OH:40])([CH3:39])[CH3:38])=[N:35][CH:36]=2)=[C:3]([F:17])[C:4]=1[CH:12]1[CH2:16][CH2:15][CH2:14][O:13]1. The yield is 0.558. (4) The reactants are [Br:1][C:2]1[CH:7]=[CH:6][C:5]([N:8]2[CH:12]=[CH:11][C:10]([NH:13][C:14](=[O:21])[CH2:15][C:16]([O:18][CH2:19][CH3:20])=[O:17])=[C:9]2[C:22]([O:24]CC)=O)=[CH:4][CH:3]=1.[H-].[Na+].[H][H].O. The catalyst is CN(C=O)C. The product is [Br:1][C:2]1[CH:3]=[CH:4][C:5]([N:8]2[C:9]3[C:22]([OH:24])=[C:15]([C:16]([O:18][CH2:19][CH3:20])=[O:17])[C:14](=[O:21])[NH:13][C:10]=3[CH:11]=[CH:12]2)=[CH:6][CH:7]=1. The yield is 0.970. (5) The reactants are [Cl:1][C:2]1[CH:3]=[C:4]([CH:32]=[CH:33][CH:34]=1)[CH2:5][N:6]1[C:10]2=[C:11]([N:20]3[CH2:29][CH2:28][C:27]4[C:22](=[CH:23][CH:24]=[CH:25][CH:26]=4)[CH2:21]3)[N:12]=[C:13]([C:15]3[NH:19][N:18]=[N:17][N:16]=3)[CH:14]=[C:9]2[C:8]([CH3:30])=[C:7]1[CH3:31].[C:35](=O)([O-])[O-].[K+].[K+].CN(C)C=O.IC. The catalyst is O. The product is [Cl:1][C:2]1[CH:3]=[C:4]([CH:32]=[CH:33][CH:34]=1)[CH2:5][N:6]1[C:10]2=[C:11]([N:20]3[CH2:29][CH2:28][C:27]4[C:22](=[CH:23][CH:24]=[CH:25][CH:26]=4)[CH2:21]3)[N:12]=[C:13]([C:15]3[N:19]([CH3:35])[N:18]=[N:17][N:16]=3)[CH:14]=[C:9]2[C:8]([CH3:30])=[C:7]1[CH3:31]. The yield is 0.340.